Dataset: NCI-60 drug combinations with 297,098 pairs across 59 cell lines. Task: Regression. Given two drug SMILES strings and cell line genomic features, predict the synergy score measuring deviation from expected non-interaction effect. (1) Drug 1: C1=CC(=CC=C1CCC2=CNC3=C2C(=O)NC(=N3)N)C(=O)NC(CCC(=O)O)C(=O)O. Drug 2: CC12CCC3C(C1CCC2OP(=O)(O)O)CCC4=C3C=CC(=C4)OC(=O)N(CCCl)CCCl.[Na+]. Cell line: SW-620. Synergy scores: CSS=36.8, Synergy_ZIP=3.26, Synergy_Bliss=5.72, Synergy_Loewe=4.33, Synergy_HSA=5.72. (2) Drug 1: CS(=O)(=O)CCNCC1=CC=C(O1)C2=CC3=C(C=C2)N=CN=C3NC4=CC(=C(C=C4)OCC5=CC(=CC=C5)F)Cl. Drug 2: CCC1=C2N=C(C=C(N2N=C1)NCC3=C[N+](=CC=C3)[O-])N4CCCCC4CCO. Cell line: HCT116. Synergy scores: CSS=51.2, Synergy_ZIP=1.52, Synergy_Bliss=0.574, Synergy_Loewe=-0.420, Synergy_HSA=2.68. (3) Drug 1: CCC(=C(C1=CC=CC=C1)C2=CC=C(C=C2)OCCN(C)C)C3=CC=CC=C3.C(C(=O)O)C(CC(=O)O)(C(=O)O)O. Drug 2: CS(=O)(=O)CCNCC1=CC=C(O1)C2=CC3=C(C=C2)N=CN=C3NC4=CC(=C(C=C4)OCC5=CC(=CC=C5)F)Cl. Cell line: MOLT-4. Synergy scores: CSS=-2.84, Synergy_ZIP=3.26, Synergy_Bliss=1.06, Synergy_Loewe=-11.5, Synergy_HSA=-8.84.